Dataset: Full USPTO retrosynthesis dataset with 1.9M reactions from patents (1976-2016). Task: Predict the reactants needed to synthesize the given product. (1) Given the product [CH3:18][C:2]1[NH:1][C:10]2[C:9]([C:12](=[O:15])[CH:3]=1)=[CH:8][CH:7]=[CH:6][CH:5]=2, predict the reactants needed to synthesize it. The reactants are: [NH:1]1[C:10]2[C:5](=[CH:6][CH:7]=[CH:8][CH:9]=2)C=[CH:3][C:2]1=O.[C:12](=[O:15])([O-])[O-].[Cs+].[Cs+].[CH3:18]N(C=O)C.IC. (2) Given the product [C:1]([O:5][C:6](=[O:24])[N:7]([C@H:9]([C:14]([N:16]1[CH2:21][CH2:20][C:19](=[N:33][O:32][CH2:31][C:30]2[CH:34]=[CH:35][CH:36]=[CH:28][CH:29]=2)[CH2:18][CH2:17]1)=[O:15])[CH2:10][CH:11]([CH3:13])[CH3:12])[CH3:8])([CH3:4])([CH3:3])[CH3:2], predict the reactants needed to synthesize it. The reactants are: [C:1]([O:5][C:6](=[O:24])[N:7]([C@H:9]([C:14]([N:16]1[CH2:21][CH2:20][C:19](O)(O)[CH2:18][CH2:17]1)=[O:15])[CH2:10][CH:11]([CH3:13])[CH3:12])[CH3:8])([CH3:4])([CH3:3])[CH3:2].Cl.FC(F)(F)[C:28]1[CH:29]=[C:30]([CH:34]=[CH:35][CH:36]=1)[CH2:31][O:32][NH2:33].C([O-])(=O)C.[Na+]. (3) Given the product [CH2:1]([O:3][C:4]([C:5]1[NH:20][N:21]=[C:8]2[C:9]3[C:14](=[CH:13][N:12]=[C:11]([Cl:17])[CH:10]=3)[CH2:15][CH2:16][C:7]=12)=[O:19])[CH3:2], predict the reactants needed to synthesize it. The reactants are: [CH2:1]([O:3][C:4](=[O:19])[C:5]([CH:7]1[CH2:16][CH2:15][C:14]2[CH:13]=[N:12][C:11]([Cl:17])=[CH:10][C:9]=2[C:8]1=O)=O)[CH3:2].[NH2:20][NH2:21].O. (4) Given the product [CH2:42]([O:46][C:47]([C:49]1([CH2:39][CH2:38][CH2:37][CH2:36][N:28]([C:29]2[CH:34]=[CH:33][C:32]([Br:35])=[CH:31][CH:30]=2)[C:27]([O:26][C:22]([CH3:25])([CH3:24])[CH3:23])=[O:41])[CH2:53][O:52][C:51]([C:54]2[CH:59]=[CH:58][CH:57]=[CH:56][CH:55]=2)=[N:50]1)=[O:48])[CH3:43], predict the reactants needed to synthesize it. The reactants are: C(OC(=O)NC1C=CC(Br)=CC=1)(C)(C)C.BrCCCCBr.[C:22]([O:26][C:27](=[O:41])[N:28]([CH2:36][CH2:37][CH2:38][CH2:39]Br)[C:29]1[CH:34]=[CH:33][C:32]([Br:35])=[CH:31][CH:30]=1)([CH3:25])([CH3:24])[CH3:23].[C:42]([O:46][C:47]([CH:49]1[CH2:53][O:52][C:51]([C:54]2[CH:59]=[CH:58][CH:57]=[CH:56][CH:55]=2)=[N:50]1)=[O:48])(C)(C)[CH3:43]. (5) Given the product [Cl:1][C:2]1[CH:3]=[CH:4][C:5](/[CH:8]=[CH:9]/[C:10]([NH:23][C:22]2[CH:24]=[CH:25][CH:26]=[C:20]([C:17]3[N:18]([CH3:19])[C:14]([CH3:13])=[N:15][CH:16]=3)[CH:21]=2)=[O:12])=[CH:6][CH:7]=1, predict the reactants needed to synthesize it. The reactants are: [Cl:1][C:2]1[CH:7]=[CH:6][C:5]([CH:8]=[CH:9][C:10]([OH:12])=O)=[CH:4][CH:3]=1.[CH3:13][C:14]1[N:18]([CH3:19])[C:17]([C:20]2[CH:21]=[C:22]([CH:24]=[CH:25][CH:26]=2)[NH2:23])=[CH:16][N:15]=1. (6) Given the product [NH2:30][C:26]1[N:33]=[C:24]([CH3:31])[C:23]([CH2:22][NH:21][C:15](=[O:17])[C:14]2[CH:18]=[CH:19][N:20]=[C:12]([CH2:11][C:8]3[CH:9]=[C:10]4[C:5](=[CH:6][CH:7]=3)[NH:4][CH:3]=[C:2]4[Cl:1])[CH:13]=2)=[C:28]([CH3:29])[CH:27]=1, predict the reactants needed to synthesize it. The reactants are: [Cl:1][C:2]1[C:10]2[C:5](=[CH:6][CH:7]=[C:8]([CH2:11][C:12]3[CH:13]=[C:14]([CH:18]=[CH:19][N:20]=3)[C:15]([OH:17])=O)[CH:9]=2)[NH:4][CH:3]=1.[NH2:21][CH2:22][C:23]1[C:28]([CH3:29])=[CH:27][C:26]([NH2:30])=C[C:24]=1[CH3:31].C[N:33](C(ON1N=NC2C=CC=NC1=2)=[N+](C)C)C.F[P-](F)(F)(F)(F)F.CCN(CC)CC. (7) The reactants are: [Si:1]([O:8][CH2:9][C:10]1[N:11]=[C:12]([N:15]2[CH2:18][CH:17](OS(C)(=O)=O)[CH2:16]2)[S:13][CH:14]=1)([C:4]([CH3:7])([CH3:6])[CH3:5])([CH3:3])[CH3:2].[C:24]([O-:27])(=[S:26])[CH3:25].[K+]. Given the product [C:24]([S:26][CH:17]1[CH2:16][N:15]([C:12]2[S:13][CH:14]=[C:10]([CH2:9][O:8][Si:1]([C:4]([CH3:5])([CH3:6])[CH3:7])([CH3:2])[CH3:3])[N:11]=2)[CH2:18]1)(=[O:27])[CH3:25], predict the reactants needed to synthesize it. (8) Given the product [F:39][C:40]([F:45])([F:44])[C:41]([OH:43])=[O:42].[Cl:19][C:15]1[C:14]([F:20])=[C:13]([CH:12]2[C:11]([C:23]3[CH:28]=[CH:27][C:26]([Cl:29])=[CH:25][C:24]=3[F:30])([C:21]#[N:22])[CH:10]([CH2:31][C:32]([CH2:33][CH3:34])([CH2:35][CH3:36])[CH2:37][CH3:38])[NH:9][CH:8]2[C:6]([OH:7])=[O:5])[CH:18]=[CH:17][CH:16]=1, predict the reactants needed to synthesize it. The reactants are: C([O:5][C:6]([CH:8]1[CH:12]([C:13]2[CH:18]=[CH:17][CH:16]=[C:15]([Cl:19])[C:14]=2[F:20])[C:11]([C:23]2[CH:28]=[CH:27][C:26]([Cl:29])=[CH:25][C:24]=2[F:30])([C:21]#[N:22])[CH:10]([CH2:31][C:32]([CH2:37][CH3:38])([CH2:35][CH3:36])[CH2:33][CH3:34])[NH:9]1)=[O:7])(C)(C)C.[F:39][C:40]([F:45])([F:44])[C:41]([OH:43])=[O:42]. (9) Given the product [F:26][C:27]1[CH:32]=[CH:31][C:30]([C:33]([NH:34][CH3:35])=[O:36])=[CH:29][C:28]=1[C:9]1[N:13]2[C:14]3[N:22]=[C:21]([O:23][CH3:24])[CH:20]=[CH:19][C:15]=3[N:16]=[C:17]([CH3:18])[C:12]2=[C:11]([CH3:25])[N:10]=1, predict the reactants needed to synthesize it. The reactants are: ClC1C=C([C:9]2[N:13]3[C:14]4[N:22]=[C:21]([O:23][CH3:24])[CH:20]=[CH:19][C:15]=4[N:16]=[C:17]([CH3:18])[C:12]3=[C:11]([CH3:25])[N:10]=2)C=C(Cl)C=1.[F:26][C:27]1[CH:32]=[CH:31][C:30]([C:33](=[O:36])[NH:34][CH3:35])=[CH:29][C:28]=1B(O)O.C([O-])([O-])=O.[K+].[K+]. (10) Given the product [F:30][C:24]1[CH:25]=[CH:26][CH:27]=[C:28]([F:29])[C:23]=1[NH:22][C:20](=[O:21])[C:19]1[CH:31]=[CH:32][CH:33]=[C:17]([C:9]2[N:10]=[C:11]3[CH:16]=[CH:15][CH:14]=[CH:13][N:12]3[C:8]=2[C:6]2[CH:5]=[CH:4][N:3]=[C:2]([NH:40][C:39]3[CH:41]=[C:35]([CH3:34])[C:36]([N:44]4[CH2:49][CH2:48][CH:47]([N:50]5[CH2:51][CH2:52][N:53]([S:56]([CH3:59])(=[O:58])=[O:57])[CH2:54][CH2:55]5)[CH2:46][CH2:45]4)=[CH:37][C:38]=3[O:42][CH3:43])[N:7]=2)[CH:18]=1, predict the reactants needed to synthesize it. The reactants are: Cl[C:2]1[N:7]=[C:6]([C:8]2[N:12]3[CH:13]=[CH:14][CH:15]=[CH:16][C:11]3=[N:10][C:9]=2[C:17]2[CH:18]=[C:19]([CH:31]=[CH:32][CH:33]=2)[C:20]([NH:22][C:23]2[C:28]([F:29])=[CH:27][CH:26]=[CH:25][C:24]=2[F:30])=[O:21])[CH:5]=[CH:4][N:3]=1.[CH3:34][C:35]1[C:36]([N:44]2[CH2:49][CH2:48][CH:47]([N:50]3[CH2:55][CH2:54][N:53]([S:56]([CH3:59])(=[O:58])=[O:57])[CH2:52][CH2:51]3)[CH2:46][CH2:45]2)=[CH:37][C:38]([O:42][CH3:43])=[C:39]([CH:41]=1)[NH2:40].C1(C)C=CC(S(O)(=O)=O)=CC=1.